Predict the reaction yield, written as a fraction of the theoretical maximum amount of product (1.0 means a 100% yield; for example, 0.34 means a 34% yield). From a dataset of Reaction yield outcomes from USPTO patents with 853,638 reactions. The catalyst is C(O)C.COC(O)C. The product is [OH:1][C:2]1[N:7]=[C:6]([CH2:8][C:9]2[CH:14]=[CH:13][CH:12]=[CH:11][CH:10]=2)[N:5]([CH2:15][CH2:16][CH2:17][O:18][CH:19]([CH3:20])[CH3:21])[C:4](=[O:22])[C:3]=1[C:32]([NH:40][CH2:42][C:43]([OH:45])=[O:44])=[O:52]. The reactants are [OH:1][C:2]1[N:7]=[C:6]([CH2:8][C:9]2[CH:14]=[CH:13][CH:12]=[CH:11][CH:10]=2)[N:5]([CH2:15][CH2:16][CH2:17][O:18][CH:19]([CH3:21])[CH3:20])[C:4](=[O:22])[CH:3]=1.Cl.CC(OCCCN[C:32](=[NH:40])CC1C=CC=CC=1)C.C(OCC)(=O)[CH2:42][C:43]([O:45]CC)=[O:44].[O-:52]CC.[Na+].Cl. The yield is 0.0600.